Predict the product of the given reaction. From a dataset of Forward reaction prediction with 1.9M reactions from USPTO patents (1976-2016). (1) Given the reactants [CH2:1]([O:3][C:4]1[CH:21]=[CH:20][C:7]([CH2:8][C@@H:9]([C:17]([OH:19])=O)[NH:10][C:11](=[O:16])[C:12]([F:15])([F:14])[F:13])=[CH:6][CH:5]=1)[CH3:2].FC(F)(F)C(OC(=O)C(F)(F)F)=O, predict the reaction product. The product is: [CH2:1]([O:3][C:4]1[CH:5]=[C:6]2[C:7]([CH2:8][C@H:9]([NH:10][C:11](=[O:16])[C:12]([F:13])([F:14])[F:15])[C:17]2=[O:19])=[CH:20][CH:21]=1)[CH3:2]. (2) Given the reactants [CH3:1][N:2]([CH2:4][CH2:5][N:6]1[C:22](=[O:23])[C:15]2=[CH:16][C:17]([N+:19]([O-])=O)=[CH:18][C:13]3[C:14]2=[C:9]([CH:10]=[CH:11][CH:12]=3)[C:7]1=[O:8])[CH3:3].CO.C([O-])=O.[NH4+], predict the reaction product. The product is: [CH3:3][N:2]([CH2:4][CH2:5][N:6]1[C:22](=[O:23])[C:15]2=[CH:16][C:17]([NH2:19])=[CH:18][C:13]3[C:14]2=[C:9]([CH:10]=[CH:11][CH:12]=3)[C:7]1=[O:8])[CH3:1]. (3) The product is: [Cl:11][C:4]1[CH:3]=[C:2]([NH:18][C:15]2[CH:14]=[C:13]([CH3:12])[NH:17][N:16]=2)[N:7]2[CH:8]=[CH:9][N:10]=[C:6]2[N:5]=1. Given the reactants Cl[C:2]1[N:7]2[CH:8]=[CH:9][N:10]=[C:6]2[N:5]=[C:4]([Cl:11])[CH:3]=1.[CH3:12][C:13]1[NH:17][N:16]=[C:15]([NH2:18])[CH:14]=1, predict the reaction product. (4) Given the reactants [OH:1][CH2:2][C@@H:3]1[CH2:8][N:7]([C:9]2[CH:10]=[CH:11][C:12]3[O:13][CH2:14][C:15](=[O:19])[NH:16][C:17]=3[N:18]=2)[C@H:6]([C:20]2[CH:25]=[CH:24][CH:23]=[CH:22][CH:21]=2)[CH2:5][O:4]1.ClC(Cl)C.C(N(CC)CC)C.[CH3:37][S:38](O[S:38]([CH3:37])(=[O:40])=[O:39])(=[O:40])=[O:39], predict the reaction product. The product is: [CH3:37][S:38]([O:1][CH2:2][C@H:3]1[O:4][CH2:5][C@@H:6]([C:20]2[CH:21]=[CH:22][CH:23]=[CH:24][CH:25]=2)[N:7]([C:9]2[CH:10]=[CH:11][C:12]3[O:13][CH2:14][C:15](=[O:19])[NH:16][C:17]=3[N:18]=2)[CH2:8]1)(=[O:40])=[O:39]. (5) Given the reactants [CH2:1]([C:5]1[N:14]=[C:13](O)[C:12]2[C:7](=[CH:8][CH:9]=[C:10]([C:16]([F:19])([F:18])[F:17])[CH:11]=2)[N:6]=1)[CH2:2][CH2:3][CH3:4].P(Cl)(Cl)([Cl:22])=O, predict the reaction product. The product is: [CH2:1]([C:5]1[N:14]=[C:13]([Cl:22])[C:12]2[C:7](=[CH:8][CH:9]=[C:10]([C:16]([F:19])([F:18])[F:17])[CH:11]=2)[N:6]=1)[CH2:2][CH2:3][CH3:4]. (6) Given the reactants [CH2:1]([S:3][C:4]1[N:9]=[C:8]([O:10][CH3:11])[C:7]([C:12]([NH2:14])=[O:13])=[C:6](S(C)=O)[N:5]=1)[CH3:2].[CH3:18][C:19]1[CH:20]=[C:21]([CH:23]=[C:24]([CH3:26])[CH:25]=1)[NH2:22].CCN(C(C)C)C(C)C.CCOC(C)=O, predict the reaction product. The product is: [CH3:18][C:19]1[CH:20]=[C:21]([NH:22][C:6]2[C:7]([C:12]([NH2:14])=[O:13])=[C:8]([O:10][CH3:11])[N:9]=[C:4]([S:3][CH2:1][CH3:2])[N:5]=2)[CH:23]=[C:24]([CH3:26])[CH:25]=1. (7) Given the reactants [CH3:1][C:2]1[CH:7]=[CH:6][C:5]([C:8]2[CH:13]=[CH:12][CH:11]=[CH:10][CH:9]=2)=[CH:4][C:3]=1[C:14]([OH:16])=[O:15].C1C(=O)N(Br)C(=[O:20])C1, predict the reaction product. The product is: [OH:20][CH:1]1[C:2]2[C:3](=[CH:4][C:5]([C:8]3[CH:13]=[CH:12][CH:11]=[CH:10][CH:9]=3)=[CH:6][CH:7]=2)[C:14](=[O:16])[O:15]1. (8) Given the reactants [F:1][C:2]1[CH:11]=[C:10]2[C:5]([CH:6]=[C:7]([C@@H:19]([NH:21][C:22]([C:24]3[CH:32]=[CH:31][CH:30]=[CH:29][C:25]=3[C:26](O)=[O:27])=[O:23])[CH3:20])[C:8]([C:12]3[CH:17]=[CH:16][CH:15]=[C:14]([F:18])[CH:13]=3)=[N:9]2)=[CH:4][CH:3]=1.Cl, predict the reaction product. The product is: [F:1][C:2]1[CH:11]=[C:10]2[C:5]([CH:6]=[C:7]([C@@H:19]([N:21]3[C:22](=[O:23])[C:24]4[C:25](=[CH:29][CH:30]=[CH:31][CH:32]=4)[C:26]3=[O:27])[CH3:20])[C:8]([C:12]3[CH:17]=[CH:16][CH:15]=[C:14]([F:18])[CH:13]=3)=[N:9]2)=[CH:4][CH:3]=1. (9) Given the reactants [Br:1][C:2]1[CH:7]=[CH:6][CH:5]=[CH:4][C:3]=1[CH2:8][CH2:9][CH2:10]OS(C)(=O)=O.[C-:16]#[N:17].[K+].O, predict the reaction product. The product is: [Br:1][C:2]1[CH:7]=[CH:6][CH:5]=[CH:4][C:3]=1[CH2:8][CH2:9][CH2:10][C:16]#[N:17]. (10) Given the reactants [C:1]([NH:4][CH2:5][CH2:6][NH:7][C:8]([C:10]1[S:11][C:12]([C:15]2[N:20]=[C:19]([NH:21][C:22]3[CH:26]=[C:25]([CH:27]4[CH2:29][CH2:28]4)[N:24](C(=O)C)[N:23]=3)[C:18]([C:33]#[C:34][Si](C)(C)C)=[CH:17][N:16]=2)=[CH:13][CH:14]=1)=[O:9])(=[O:3])[CH3:2].C([O-])([O-])=O.[K+].[K+], predict the reaction product. The product is: [C:1]([NH:4][CH2:5][CH2:6][NH:7][C:8]([C:10]1[S:11][C:12]([C:15]2[N:20]=[C:19]([NH:21][C:22]3[CH:26]=[C:25]([CH:27]4[CH2:28][CH2:29]4)[NH:24][N:23]=3)[C:18]([C:33]#[CH:34])=[CH:17][N:16]=2)=[CH:13][CH:14]=1)=[O:9])(=[O:3])[CH3:2].